From a dataset of Full USPTO retrosynthesis dataset with 1.9M reactions from patents (1976-2016). Predict the reactants needed to synthesize the given product. (1) Given the product [Cl:15][C:11]1[CH:12]=[C:13]2[C:8](=[CH:9][CH:10]=1)[N:7]([CH2:17][C:18]1[C:19]3[CH:26]=[C:25]([F:27])[CH:24]=[CH:23][C:20]=3[S:21][CH:22]=1)[C:6]([C:4]([OH:3])=[O:5])=[CH:14]2, predict the reactants needed to synthesize it. The reactants are: C([O:3][C:4]([C:6]1[NH:7][C:8]2[C:13]([CH:14]=1)=[CH:12][C:11]([Cl:15])=[CH:10][CH:9]=2)=[O:5])C.Br[CH2:17][C:18]1[C:19]2[CH:26]=[C:25]([F:27])[CH:24]=[CH:23][C:20]=2[S:21][CH:22]=1. (2) Given the product [Cl:18][C:19]1[CH:24]=[CH:23][C:22]([C:2]2[C:10]3[C:5](=[N:6][CH:7]=[N:8][C:9]=3[NH2:11])[N:4]([CH:12]3[CH2:16][CH2:15][N:14]([CH3:17])[CH2:13]3)[N:3]=2)=[CH:21][CH:20]=1, predict the reactants needed to synthesize it. The reactants are: I[C:2]1[C:10]2[C:5](=[N:6][CH:7]=[N:8][C:9]=2[NH2:11])[N:4]([CH:12]2[CH2:16][CH2:15][N:14]([CH3:17])[CH2:13]2)[N:3]=1.[Cl:18][C:19]1[CH:24]=[CH:23][C:22](B(O)O)=[CH:21][CH:20]=1.C([O-])([O-])=O.[Na+].[Na+].C(Cl)Cl.